This data is from Experimentally validated miRNA-target interactions with 360,000+ pairs, plus equal number of negative samples. The task is: Binary Classification. Given a miRNA mature sequence and a target amino acid sequence, predict their likelihood of interaction. (1) The miRNA is hsa-let-7f-1-3p with sequence CUAUACAAUCUAUUGCCUUCCC. The protein sequence of the target gene is MKFLLLVLAALGFLTQVIPASAGGSKCVSNTPGYCRTCCHWGETALFMCNASRKCCISYSFLPKPDLPQLIGNHWQSRRRNTQRKDKKQQTTVTS. Result: 0 (no interaction). (2) The miRNA is mmu-miR-802-5p with sequence UCAGUAACAAAGAUUCAUCCUU. The protein sequence of the target gene is MFQIPVQNLDNIRKVRKRVKGILVDIGLDSCKELMKDLKSFDPGEKYFYNTSWGDVSPWEPSGKKARYRTKPYCCSLCRYSTKVLTSLKNHLHRYHEDEADQELMIPCPNCPFSSQPRVVGKHFRMFHAPARKVQSYTVNILGETKTSRSDVISFTCLKCNFSNTLYYSMKKHVLVAHFNYLINSYFGLRTEETGEQPKASDPVSVDKILPFDKYYCKKCSAIASSQDALMYHILTSDAHRDLENKLRSVISEHIKRTGFLKQMHIAPKPVTHLALPPNSSAPSIAAPPPCFQLALPQNS.... Result: 0 (no interaction). (3) The miRNA is mmu-miR-10a-5p with sequence UACCCUGUAGAUCCGAAUUUGUG. The protein sequence of the target gene is MPPPAEVTDPSHAPAVLHQLNEQRLRGLFCDVTLIAGDTKFPAHRSVLAASSPFFREALLASAPLPLPPVTGGSAPSPATTTAASSSSSSPPPASPHSSSPPRVLELPGVPAAAFSDVLNFIYSARLALPGGGGDGAAVAEIGALGRRLGISRLQGLGEGGDTWVPPAPTSMVTSDPTEDGLGAGPRTDGEWVGDKAEALTPDSQPRRPFPCPRCGKSFIHPKRLQTHEAQCRRGSNTRGSAGLGPGVSGSGGPAGVDASALPQPVGFRDGPEHVVKVVGGHVLYVCAACERSYVTLSSL.... Result: 0 (no interaction). (4) The miRNA is hsa-miR-23c with sequence AUCACAUUGCCAGUGAUUACCC. The protein sequence of the target gene is MTPEEWTYLMVLLISIPVGFLFKKAGPGLKRWGAAAVGLGLTLFTCGPHSLHSLITILGTWALIQAQPCSCHALALAWTFSYLLFFRALSLLGLPTPTPFTNAVQLLLTLKLVSLASEVQDLHLAQRKEIASGFHKEPTLGLLPEVPSLMETLSYSYCYVGIMTGPFFRYRTYLDWLEQPFPEAVPSLRPLLRRAWPAPLFGLLFLLSSHLFPLEAVREDAFYARPLPTRLFYMIPVFFAFRMRFYVAWIAAECGCIAAGFGAYPVAAKARAGGGPTLQCPPPSSPEIAASLEYDYETIR.... Result: 0 (no interaction). (5) The miRNA is mmu-miR-1897-3p with sequence UCAACUCGUUCUGUCCGGUGAG. The protein sequence of the target gene is MEAIWLYQFRLIVIGDSTVGKSCLIRRFTEGRFAQVSDPTVGVDFFSRLVEIEPGKRIKLQIWDTAGQERFRSITRAYYRNSVGGLLLFDITNRRSFQNVHEWLEETKVHVQPYQIVFVLVGHKCDLDTQRQVTRHEAEKLAAAYGMKYIETSARDAINVEKAFTDLTRDIYELVKRGEITIQEGWEGVKSGFVPNVVHSSEEVIKSERRCLC. Result: 1 (interaction). (6) The miRNA is hsa-miR-362-3p with sequence AACACACCUAUUCAAGGAUUCA. The protein sequence of the target gene is MTEQETLALLEVKRSDSPEKSSPQALVPNGRQPEGEGGAESPGAESLRVGSSAGSPTAIEGAEDGLDSTVSEAATLPWGTGPQPSAPFPDPPGWRDIEPEPPESEPLTKLEELPEDDANLLPEKAARAFVPIDLQCIERQPQEDLIVRCEAGEGECRTFMPPRVTHPDPTERKWAEAVVRPPGCSCGGCGSCGDREWLRAVASVGAALILFPCLLYGAYAFLPFDVPRLPTMSSRLIYTLRCGVFATFPIVLGILVYGLSLLCFSALRPFGEPRREVEIHRRYVAQSVQLFILYFFNLAV.... Result: 1 (interaction).